Dataset: Forward reaction prediction with 1.9M reactions from USPTO patents (1976-2016). Task: Predict the product of the given reaction. (1) Given the reactants [C:1]([O:5][C:6]([N:8]1[CH2:13][CH2:12][CH:11]([NH:14][CH2:15][C:16]([O:18][CH2:19][CH3:20])=[O:17])[CH2:10][CH2:9]1)=[O:7])([CH3:4])([CH3:3])[CH3:2].C(N(CC)CC)C.Cl[C:29]([O:31][CH2:32][C:33]1[CH:38]=[CH:37][CH:36]=[CH:35][CH:34]=1)=[O:30], predict the reaction product. The product is: [C:1]([O:5][C:6]([N:8]1[CH2:9][CH2:10][CH:11]([N:14]([C:29]([O:31][CH2:32][C:33]2[CH:38]=[CH:37][CH:36]=[CH:35][CH:34]=2)=[O:30])[CH2:15][C:16]([O:18][CH2:19][CH3:20])=[O:17])[CH2:12][CH2:13]1)=[O:7])([CH3:4])([CH3:3])[CH3:2]. (2) Given the reactants [NH2:1][C:2]1[CH:9]=[CH:8][CH:7]=[C:6]([O:10][C@@H:11]2[CH2:16][C@H:15]([CH3:17])[CH2:14][CH2:13][C@H:12]2[CH:18]([CH3:20])[CH3:19])[C:3]=1[C:4]#[N:5].O=[C:22]([CH3:29])[CH2:23][C:24]([O:26][CH2:27][CH3:28])=[O:25], predict the reaction product. The product is: [CH2:27]([O:26][C:24]([C:23]1[C:22]([CH3:29])=[N:1][C:2]2[C:3]([C:4]=1[NH2:5])=[C:6]([O:10][C@@H:11]1[CH2:16][C@H:15]([CH3:17])[CH2:14][CH2:13][C@H:12]1[CH:18]([CH3:20])[CH3:19])[CH:7]=[CH:8][CH:9]=2)=[O:25])[CH3:28]. (3) Given the reactants [Cl:1][C:2]1[CH:3]=[C:4]([CH:21]=[CH:22][CH:23]=1)[CH2:5][NH:6][C:7]1[N:20]=[C:10]2[C:11]([O:18][CH3:19])=[CH:12][C:13]([C:15]([OH:17])=O)=[CH:14][N:9]2[N:8]=1.[CH3:24][C:25]1([CH3:35])[CH2:30][NH:29][CH:28]([CH2:31][CH:32]([OH:34])[CH3:33])[CH2:27][O:26]1.C(N(CC)C(C)C)(C)C.CN(C(ON1N=NC2C=CC=NC1=2)=[N+](C)C)C.F[P-](F)(F)(F)(F)F, predict the reaction product. The product is: [Cl:1][C:2]1[CH:3]=[C:4]([CH:21]=[CH:22][CH:23]=1)[CH2:5][NH:6][C:7]1[N:20]=[C:10]2[C:11]([O:18][CH3:19])=[CH:12][C:13]([C:15]([N:29]3[CH:28]([CH2:31][CH:32]([OH:34])[CH3:33])[CH2:27][O:26][C:25]([CH3:24])([CH3:35])[CH2:30]3)=[O:17])=[CH:14][N:9]2[N:8]=1. (4) The product is: [CH:6]1([NH:12][S:1]([NH:15][CH:18]2[CH2:19][CH2:8][CH2:7][CH2:6][CH2:11]2)(=[O:3])=[O:2])[CH2:11][CH2:10][CH2:9][CH2:8][CH2:7]1. Given the reactants [S:1](Cl)(Cl)(=[O:3])=[O:2].[CH:6]1([NH2:12])[CH2:11][CH2:10][CH2:9][CH2:8][CH2:7]1.C([N:15]([CH2:18][CH3:19])CC)C.O, predict the reaction product. (5) Given the reactants C([N:8]1[CH2:13][CH2:12][N:11]([C:14]2[CH:19]=[CH:18][C:17]([O:20]CC3C=CC=CC=3)=[CH:16][CH:15]=2)[CH:10]([CH2:28][OH:29])[CH2:9]1)C1C=CC=CC=1.[C:41]([O:40][C:38](O[C:38]([O:40][C:41]([CH3:44])([CH3:43])[CH3:42])=[O:39])=[O:39])([CH3:44])([CH3:43])[CH3:42], predict the reaction product. The product is: [C:41]([O:40][C:38]([N:8]1[CH2:13][CH2:12][N:11]([C:14]2[CH:15]=[CH:16][C:17]([OH:20])=[CH:18][CH:19]=2)[CH:10]([CH2:28][OH:29])[CH2:9]1)=[O:39])([CH3:42])([CH3:43])[CH3:44]. (6) Given the reactants [BH4-].[Na+].[O:3]=[C:4]1[CH2:9][C@H:8]([CH3:10])[S:7](=[O:12])(=[O:11])[C:6]2[S:13][C:14]([S:16]([NH2:19])(=[O:18])=[O:17])=[CH:15][C:5]1=2, predict the reaction product. The product is: [OH:3][C@@H:4]1[CH2:9][C@H:8]([CH3:10])[S:7](=[O:12])(=[O:11])[C:6]2[S:13][C:14]([S:16]([NH2:19])(=[O:18])=[O:17])=[CH:15][C:5]1=2. (7) Given the reactants [CH:1]1([S:4]([C:7]2[CH:12]=[CH:11][C:10]([CH:13]([C:21]3[NH:22][C:23]([C:26]4[CH:31]=[CH:30][CH:29]=[CH:28][N:27]=4)=[CH:24][N:25]=3)[CH2:14][CH:15]3[CH2:20][CH2:19][O:18][CH2:17][CH2:16]3)=[CH:9][CH:8]=2)(=[O:6])=[O:5])[CH2:3][CH2:2]1.[Xe](F)[F:33].C(=O)([O-])O.[Na+], predict the reaction product. The product is: [CH:1]1([S:4]([C:7]2[CH:12]=[CH:11][C:10]([CH:13]([C:21]3[NH:22][C:23]([C:26]4[CH:31]=[CH:30][CH:29]=[CH:28][N:27]=4)=[C:24]([F:33])[N:25]=3)[CH2:14][CH:15]3[CH2:16][CH2:17][O:18][CH2:19][CH2:20]3)=[CH:9][CH:8]=2)(=[O:5])=[O:6])[CH2:2][CH2:3]1. (8) Given the reactants [F:1][C:2]([F:28])([F:27])[C:3]1[CH:8]=[CH:7][C:6]([C:9]2[S:10][C:11]([CH2:25][OH:26])=[C:12]([CH2:14][N:15]3[CH2:20][CH2:19][CH:18]([C:21]([F:24])([F:23])[F:22])[CH2:17][CH2:16]3)[N:13]=2)=[CH:5][CH:4]=1, predict the reaction product. The product is: [F:28][C:2]([F:1])([F:27])[C:3]1[CH:8]=[CH:7][C:6]([C:9]2[S:10][C:11]([CH:25]=[O:26])=[C:12]([CH2:14][N:15]3[CH2:20][CH2:19][CH:18]([C:21]([F:23])([F:22])[F:24])[CH2:17][CH2:16]3)[N:13]=2)=[CH:5][CH:4]=1. (9) Given the reactants [CH3:1][O:2][C:3]([C:5]1[S:6][CH:7]=[CH:8][C:9]=1[NH:10][C:11](=[O:16])[C:12]([F:15])([F:14])[F:13])=[O:4].COCN[C:21]([CH:23]1[CH2:27][CH2:26][CH2:25][CH2:24]1)=[O:22], predict the reaction product. The product is: [CH3:1][O:2][C:3]([C:5]1[S:6][C:7]([C:21]([CH:23]2[CH2:27][CH2:26][CH2:25][CH2:24]2)=[O:22])=[CH:8][C:9]=1[NH:10][C:11](=[O:16])[C:12]([F:13])([F:14])[F:15])=[O:4].